Predict the reaction yield, written as a fraction of the theoretical maximum amount of product (1.0 means a 100% yield; for example, 0.34 means a 34% yield). From a dataset of Reaction yield outcomes from USPTO patents with 853,638 reactions. (1) The reactants are [CH2:1]([C:3]1[C:4]([OH:9])=[N:5][CH:6]=[CH:7][CH:8]=1)[CH3:2].[Br:10]N1C(=O)CCC1=O. The catalyst is C(#N)C. The product is [Br:10][C:7]1[CH:8]=[C:3]([CH2:1][CH3:2])[C:4]([OH:9])=[N:5][CH:6]=1. The yield is 0.990. (2) The reactants are [Br:1][C:2]1[CH:3]=[C:4]([CH3:14])[C:5]2[NH:9][C:8]([CH2:10][CH2:11][CH3:12])=[N:7][C:6]=2[CH:13]=1.C(=O)([O-])[O-].[K+].[K+].Br[CH2:22][C:23]1[CH:40]=[CH:39][C:26]2/[C:27](=[CH:36]/[C:37]#[N:38])/[C:28]3[CH:35]=[CH:34][CH:33]=[CH:32][C:29]=3[CH2:30][CH2:31][C:25]=2[CH:24]=1.C(OCC)(=O)C. The catalyst is CN(C=O)C. The product is [Br:1][C:2]1[CH:3]=[C:4]([CH3:14])[C:5]2[N:9]=[C:8]([CH2:10][CH2:11][CH3:12])[N:7]([CH2:22][C:23]3[CH:40]=[CH:39][C:26]4/[C:27](=[CH:36]/[C:37]#[N:38])/[C:28]5[CH:35]=[CH:34][CH:33]=[CH:32][C:29]=5[CH2:30][CH2:31][C:25]=4[CH:24]=3)[C:6]=2[CH:13]=1. The yield is 0.950. (3) The reactants are [O:1]=[C:2]1[C:10](=[C:11]2[C:19]3[C:14](=[CH:15][C:16]([C:20]([OH:22])=O)=[CH:17][CH:18]=3)[CH2:13][O:12]2)[C:9]2[C:4](=[CH:5][CH:6]=[CH:7][CH:8]=2)[NH:3]1.C(N1C=CN=C1)(N1C=CN=C1)=O.[CH2:35]([N:37]([CH2:41][CH3:42])[CH2:38][CH2:39][NH2:40])[CH3:36].O. The catalyst is C1COCC1. The product is [CH2:35]([N:37]([CH2:41][CH3:42])[CH2:38][CH2:39][NH:40][C:20]([C:16]1[CH:15]=[C:14]2[C:19](=[CH:18][CH:17]=1)[C:11](=[C:10]1[C:9]3[C:4](=[CH:5][CH:6]=[CH:7][CH:8]=3)[NH:3][C:2]1=[O:1])[O:12][CH2:13]2)=[O:22])[CH3:36]. The yield is 0.740. (4) The reactants are [NH2:1][C:2]1[CH:3]=[C:4]([C:8]2[C:12]([Br:13])=[CH:11][N:10]([CH3:14])[N:9]=2)[CH:5]=[CH:6][CH:7]=1.[N+:15]([C:18]1[CH:23]=[CH:22][C:21]([CH2:24][C:25](O)=[O:26])=[CH:20][CH:19]=1)([O-:17])=[O:16].O.ON1C2C=CC=CC=2N=N1.F[P-](F)(F)(F)(F)F.N1(OC(N(C)C)=[N+](C)C)C2C=CC=CC=2N=N1.C(N(CC)C(C)C)(C)C. The catalyst is C(Cl)(Cl)Cl.[Cl-].[Na+].O. The product is [Br:13][C:12]1[C:8]([C:4]2[CH:3]=[C:2]([NH:1][C:25](=[O:26])[CH2:24][C:21]3[CH:20]=[CH:19][C:18]([N+:15]([O-:17])=[O:16])=[CH:23][CH:22]=3)[CH:7]=[CH:6][CH:5]=2)=[N:9][N:10]([CH3:14])[CH:11]=1. The yield is 0.180. (5) The reactants are [CH3:1][O:2][C:3]1[CH:10]=[C:9]([O:11][CH3:12])[CH:8]=[CH:7][C:4]=1[CH:5]=O.FC(F)(F)S([O-])(=O)=O.[Yb+3].FC(F)(F)S([O-])(=O)=O.FC(F)(F)S([O-])(=O)=O.[N:38]1[CH:43]=[CH:42][CH:41]=[C:40]([NH2:44])[N:39]=1.C(O[BH-](OC(=O)C)OC(=O)C)(=O)C.[Na+].C(=O)(O)[O-].[Na+]. The catalyst is ClCCl. The product is [CH3:1][O:2][C:3]1[CH:10]=[C:9]([O:11][CH3:12])[CH:8]=[CH:7][C:4]=1[CH2:5][NH:44][C:40]1[N:39]=[N:38][CH:43]=[CH:42][CH:41]=1. The yield is 0.620. (6) The reactants are [C:1]1([CH:7]([C:31]2[CH:36]=[CH:35][CH:34]=[CH:33][CH:32]=2)[N:8]2[C:16]3[C:11](=[C:12]([F:17])[CH:13]=[CH:14][CH:15]=3)[C:10](O)([C:18]3[C:27]([OH:28])=[CH:26][C:21]4[O:22][CH2:23][CH2:24][O:25][C:20]=4[CH:19]=3)[C:9]2=[O:30])[CH:6]=[CH:5][CH:4]=[CH:3][CH:2]=1.FC(F)(F)C(O)=O.C([SiH](CC)CC)C. The catalyst is ClCCl. The product is [C:31]1([CH:7]([C:1]2[CH:2]=[CH:3][CH:4]=[CH:5][CH:6]=2)[N:8]2[C:16]3[C:11](=[C:12]([F:17])[CH:13]=[CH:14][CH:15]=3)[CH:10]([C:18]3[C:27]([OH:28])=[CH:26][C:21]4[O:22][CH2:23][CH2:24][O:25][C:20]=4[CH:19]=3)[C:9]2=[O:30])[CH:32]=[CH:33][CH:34]=[CH:35][CH:36]=1. The yield is 0.920. (7) The reactants are [Br:1][C:2]1[CH:7]=[CH:6][CH:5]=[C:4]([NH:8][C:9]([NH2:11])=[S:10])[N:3]=1.Cl[CH2:13][CH:14]=O. The catalyst is C(O)C.O. The product is [Br:1][C:2]1[N:3]=[C:4]([NH:8][C:9]2[S:10][CH:13]=[CH:14][N:11]=2)[CH:5]=[CH:6][CH:7]=1. The yield is 0.960.